Dataset: Reaction yield outcomes from USPTO patents with 853,638 reactions. Task: Predict the reaction yield, written as a fraction of the theoretical maximum amount of product (1.0 means a 100% yield; for example, 0.34 means a 34% yield). (1) The reactants are [CH2:1]([C:3]1[CH:11]=[CH:10][C:9]2[NH:8][C:7]3[CH2:12][CH2:13][N:14]([CH3:16])[CH2:15][C:6]=3[C:5]=2[CH:4]=1)[CH3:2].[OH-].[K+].[CH3:19][C:20]1[N:25]=[CH:24][C:23]([CH:26]=[CH2:27])=[CH:22][N:21]=1. The catalyst is CN1CCCC1=O.O. The product is [CH2:1]([C:3]1[CH:11]=[CH:10][C:9]2[N:8]([CH2:27][CH2:26][C:23]3[CH:22]=[N:21][C:20]([CH3:19])=[N:25][CH:24]=3)[C:7]3[CH2:12][CH2:13][N:14]([CH3:16])[CH2:15][C:6]=3[C:5]=2[CH:4]=1)[CH3:2]. The yield is 0.200. (2) The reactants are [NH:1]1[CH2:6][CH2:5][CH2:4][C@@H:3]2[C:7]3[CH:8]=[CH:9][C:10]([NH2:14])=[CH:11][C:12]=3[CH2:13][C@H:2]12.[C:15](O[C:15]([O:17][C:18]([CH3:21])([CH3:20])[CH3:19])=[O:16])([O:17][C:18]([CH3:21])([CH3:20])[CH3:19])=[O:16]. No catalyst specified. The product is [C:18]([O:17][C:15]([N:1]1[CH2:6][CH2:5][CH2:4][C@@H:3]2[C:7]3[CH:8]=[CH:9][C:10]([NH2:14])=[CH:11][C:12]=3[CH2:13][C@H:2]12)=[O:16])([CH3:21])([CH3:20])[CH3:19]. The yield is 0.250. (3) The reactants are [N:1]12[CH2:8][CH2:7][C:4]([C:9]([C:17]3[CH:22]=[CH:21][CH:20]=[CH:19][CH:18]=3)([C:11]3[CH:16]=[CH:15][CH:14]=[CH:13][CH:12]=3)[OH:10])([CH2:5][CH2:6]1)[CH2:3][CH2:2]2.[F:23][C:24]1[CH:25]=[C:26]([O:30][CH2:31][CH2:32][CH2:33][Br:34])[CH:27]=[CH:28][CH:29]=1. The catalyst is CC#N. The product is [Br-:34].[F:23][C:24]1[CH:25]=[C:26]([O:30][CH2:31][CH2:32][CH2:33][N+:1]23[CH2:6][CH2:5][C:4]([C:9]([OH:10])([C:17]4[CH:22]=[CH:21][CH:20]=[CH:19][CH:18]=4)[C:11]4[CH:12]=[CH:13][CH:14]=[CH:15][CH:16]=4)([CH2:3][CH2:2]2)[CH2:7][CH2:8]3)[CH:27]=[CH:28][CH:29]=1. The yield is 0.531. (4) The reactants are [Mg].Br[C:3]1[CH:8]=[CH:7][C:6]([Cl:9])=[C:5]([Cl:10])[CH:4]=1.[CH3:11][N:12]1[CH2:17][C:16]([C:18]([O:20][CH3:21])=[O:19])=[CH:15][CH2:14][CH2:13]1.Cl. The catalyst is C(OCC)C.C1(C)C=CC=CC=1. The product is [CH3:21][O:20][C:18]([C@H:16]1[C@@H:15]([C:3]2[CH:8]=[CH:7][C:6]([Cl:9])=[C:5]([Cl:10])[CH:4]=2)[CH2:14][CH2:13][N:12]([CH3:11])[CH2:17]1)=[O:19].[CH3:21][O:20][C:18]([C@H:16]1[C@H:15]([C:3]2[CH:8]=[CH:7][C:6]([Cl:9])=[C:5]([Cl:10])[CH:4]=2)[CH2:14][CH2:13][N:12]([CH3:11])[CH2:17]1)=[O:19]. The yield is 0.250. (5) The reactants are [CH3:1][C:2]1[CH:10]=[CH:9][CH:8]=[C:7]([CH3:11])[C:3]=1[C:4]([OH:6])=O.CN(C(ON1N=NC2C=CC=CC1=2)=[N+](C)C)C.[B-](F)(F)(F)F.CN1CCOCC1.[O:41]1[CH2:46][CH2:45][NH:44][C:43]2[N:47]=[C:48]([CH2:51][CH2:52][O:53][C:54]3[CH:66]=[CH:65][C:57]([CH2:58][C@@H:59]([C:61]([O:63]C)=[O:62])[NH2:60])=[CH:56][CH:55]=3)[CH:49]=[CH:50][C:42]1=2.[OH-].[Na+]. The catalyst is CN(C=O)C. The product is [O:41]1[CH2:46][CH2:45][NH:44][C:43]2[N:47]=[C:48]([CH2:51][CH2:52][O:53][C:54]3[CH:66]=[CH:65][C:57]([CH2:58][C@@H:59]([C:61]([OH:63])=[O:62])[NH:60][C:4]([C:3]4[C:7]([CH3:11])=[CH:8][CH:9]=[CH:10][C:2]=4[CH3:1])=[O:6])=[CH:56][CH:55]=3)[CH:49]=[CH:50][C:42]1=2. The yield is 0.560. (6) The reactants are [CH2:1]([O:5][C:6]1[CH:15]=[CH:14][C:9]([C:10]([O:12]C)=[O:11])=[C:8]([F:16])[CH:7]=1)[C:2]#[C:3][CH3:4].O.[OH-].[Li+].[Li+].[OH-]. The catalyst is C1COCC1.CO. The product is [CH2:1]([O:5][C:6]1[CH:15]=[CH:14][C:9]([C:10]([OH:12])=[O:11])=[C:8]([F:16])[CH:7]=1)[C:2]#[C:3][CH3:4]. The yield is 1.00.